Dataset: Full USPTO retrosynthesis dataset with 1.9M reactions from patents (1976-2016). Task: Predict the reactants needed to synthesize the given product. (1) Given the product [C:28]([C:32]1[CH:33]=[CH:34][C:35]([C:36]([N:10]2[C@@H:11]([C:12]3[S:13][CH:14]=[CH:15][N:16]=3)[C@H:7]([C:5]3[S:4][N:3]=[C:2]([Br:1])[N:6]=3)[CH2:8][C@@:9]2([CH2:24][CH:25]([CH3:27])[CH3:26])[C:17]([OH:19])=[O:18])=[O:37])=[CH:39][CH:40]=1)([CH3:31])([CH3:29])[CH3:30], predict the reactants needed to synthesize it. The reactants are: [Br:1][C:2]1[N:6]=[C:5]([C@H:7]2[C@H:11]([C:12]3[S:13][CH:14]=[CH:15][N:16]=3)[NH:10][C@:9]([CH2:24][CH:25]([CH3:27])[CH3:26])([C:17]([O:19]C(C)(C)C)=[O:18])[CH2:8]2)[S:4][N:3]=1.[C:28]([C:32]1[CH:40]=[CH:39][C:35]([C:36](Cl)=[O:37])=[CH:34][CH:33]=1)([CH3:31])([CH3:30])[CH3:29]. (2) The reactants are: [OH-:1].[K+].[Cl:3][C:4]1[CH:5]=[C:6]([CH:33]=[CH:34][C:35]=1[O:36][CH3:37])[O:7][C@@H:8]1[CH2:12][CH2:11][N:10]([C:13]([CH3:32])([CH3:31])[CH2:14][CH2:15][C:16]([C:25]2[CH:30]=[CH:29][CH:28]=[CH:27][CH:26]=2)([C:19]2[CH:24]=[CH:23][CH:22]=[CH:21][CH:20]=2)[C:17]#[N:18])[CH2:9]1. Given the product [Cl:3][C:4]1[CH:5]=[C:6]([CH:33]=[CH:34][C:35]=1[O:36][CH3:37])[O:7][C@@H:8]1[CH2:12][CH2:11][N:10]([C:13]([CH3:32])([CH3:31])[CH2:14][CH2:15][C:16]([C:25]2[CH:30]=[CH:29][CH:28]=[CH:27][CH:26]=2)([C:19]2[CH:24]=[CH:23][CH:22]=[CH:21][CH:20]=2)[C:17]([NH2:18])=[O:1])[CH2:9]1, predict the reactants needed to synthesize it. (3) Given the product [O:1]1[CH:5]=[CH:4][CH:3]=[C:2]1[CH2:6][O:7][C:8]1[CH:9]=[C:10]([CH:11]=[CH:12][CH:13]=1)[NH2:14], predict the reactants needed to synthesize it. The reactants are: [O:1]1[CH:5]=[CH:4][CH:3]=[C:2]1[CH2:6][O:7][C:8]1[CH:9]=[C:10]([N+:14]([O-])=O)[CH:11]=[CH:12][CH:13]=1.Cl.[OH-].[Na+].